Task: Predict the product of the given reaction.. Dataset: Forward reaction prediction with 1.9M reactions from USPTO patents (1976-2016) (1) Given the reactants [CH2:1]([O:3][C:4](=[O:19])[CH:5]([C:11]([C:13]1[CH:18]=[CH:17][N:16]=[CH:15][CH:14]=1)=O)[C:6]([CH:8]1[CH2:10][CH2:9]1)=O)[CH3:2].[F:20][C:21]([F:31])([F:30])[C:22]1[CH:23]=[C:24]([NH:28][NH2:29])[CH:25]=[CH:26][CH:27]=1, predict the reaction product. The product is: [CH2:1]([O:3][C:4]([C:5]1[C:11]([C:13]2[CH:18]=[CH:17][N:16]=[CH:15][CH:14]=2)=[N:29][N:28]([C:24]2[CH:25]=[CH:26][CH:27]=[C:22]([C:21]([F:20])([F:31])[F:30])[CH:23]=2)[C:6]=1[CH:8]1[CH2:10][CH2:9]1)=[O:19])[CH3:2]. (2) The product is: [CH3:1][O:2][C:3]1[CH:8]=[CH:7][CH:6]=[CH:5][C:4]=1[C:9]1[CH:14]=[CH:13][CH:12]=[C:11]([C:15](=[S:52])[NH:17][C:18]2[CH:23]=[CH:22][C:21]([C:24]3[N:28]=[CH:27][N:26]([C:29]4[CH:34]=[CH:33][C:32]([O:35][C:36]([F:42])([F:41])[C:37]([F:40])([F:39])[F:38])=[CH:31][CH:30]=4)[N:25]=3)=[CH:20][CH:19]=2)[CH:10]=1. Given the reactants [CH3:1][O:2][C:3]1[CH:8]=[CH:7][CH:6]=[CH:5][C:4]=1[C:9]1[CH:14]=[CH:13][CH:12]=[C:11]([C:15]([NH:17][C:18]2[CH:23]=[CH:22][C:21]([C:24]3[N:28]=[CH:27][N:26]([C:29]4[CH:34]=[CH:33][C:32]([O:35][C:36]([F:42])([F:41])[C:37]([F:40])([F:39])[F:38])=[CH:31][CH:30]=4)[N:25]=3)=[CH:20][CH:19]=2)=O)[CH:10]=1.COC1C=CC(P2(=S)SP(=S)(C3C=CC(OC)=CC=3)[S:52]2)=CC=1, predict the reaction product. (3) Given the reactants C[O:2][C:3](=[O:28])[C:4]1[CH:9]=[C:8]([C:10](=[O:26])[C:11]2[CH:16]=[CH:15][C:14]([N:17]([C:19]3[CH:24]=[CH:23][C:22]([Cl:25])=[CH:21][CH:20]=3)[CH3:18])=[CH:13][N:12]=2)[CH:7]=[CH:6][C:5]=1Br.C1C=CC(P(C2C(C3C(P(C4C=CC=CC=4)C4C=CC=CC=4)=CC=C4C=3C=CC=C4)=C3C(C=CC=C3)=CC=2)C2C=CC=CC=2)=CC=1.[O-]P([O-])([O-])=O.[K+].[K+].[K+].[CH3:83][O:84][C:85]1[CH:92]=[CH:91][C:88]([CH2:89][OH:90])=[CH:87][CH:86]=1, predict the reaction product. The product is: [Cl:25][C:22]1[CH:23]=[CH:24][C:19]([N:17]([CH3:18])[C:14]2[CH:15]=[CH:16][C:11]([C:10]([C:8]3[CH:7]=[CH:6][C:5]([O:90][CH2:89][C:88]4[CH:91]=[CH:92][C:85]([O:84][CH3:83])=[CH:86][CH:87]=4)=[C:4]([CH:9]=3)[C:3]([OH:2])=[O:28])=[O:26])=[N:12][CH:13]=2)=[CH:20][CH:21]=1. (4) Given the reactants [CH3:1][O:2][C:3]1[CH:4]=[C:5]([NH2:15])[CH:6]=[CH:7][C:8]=1[N:9]1[CH:13]=[C:12]([CH3:14])[N:11]=[CH:10]1.Cl[C:17]1[N:22]=[C:21]([C:23]([O:25][CH3:26])=[O:24])[CH:20]=[C:19]([CH3:27])[N:18]=1, predict the reaction product. The product is: [CH3:1][O:2][C:3]1[CH:4]=[C:5]([NH:15][C:17]2[N:22]=[C:21]([C:23]([O:25][CH3:26])=[O:24])[CH:20]=[C:19]([CH3:27])[N:18]=2)[CH:6]=[CH:7][C:8]=1[N:9]1[CH:13]=[C:12]([CH3:14])[N:11]=[CH:10]1. (5) Given the reactants C([O:3][C:4](=O)[C:5]1[CH:10]=[CH:9][C:8]([N:11]2[C:15]([O:16][CH:17]([F:19])[F:18])=[CH:14][C:13]([C:20]([F:23])([F:22])[F:21])=[N:12]2)=[CH:7][CH:6]=1)C.CC(C[AlH]CC(C)C)C, predict the reaction product. The product is: [F:19][CH:17]([F:18])[O:16][C:15]1[N:11]([C:8]2[CH:7]=[CH:6][C:5]([CH2:4][OH:3])=[CH:10][CH:9]=2)[N:12]=[C:13]([C:20]([F:23])([F:22])[F:21])[CH:14]=1. (6) Given the reactants [OH-].[Na+].[Cl:3][CH2:4][CH2:5][CH2:6][CH:7]([CH:13]1[CH2:18][CH2:17][N:16]([C:19]([O:21][C:22]([CH3:25])([CH3:24])[CH3:23])=[O:20])[CH2:15][CH2:14]1)[C:8]([O:10]CC)=[O:9].C(O)C.O, predict the reaction product. The product is: [C:8]([CH:7]([CH:13]1[CH2:14][CH2:15][N:16]([C:19]([O:21][C:22]([CH3:25])([CH3:24])[CH3:23])=[O:20])[CH2:17][CH2:18]1)[CH2:6][CH2:5][CH2:4][Cl:3])([OH:10])=[O:9]. (7) Given the reactants [C:1]1([C:7]([C:9]([C:11]2[CH:16]=[CH:15][CH:14]=[CH:13][CH:12]=2)=O)=O)[CH:6]=[CH:5][CH:4]=[CH:3][CH:2]=1.[N:17]1[CH:22]=[CH:21][CH:20]=[C:19]([NH2:23])[C:18]=1[NH2:24], predict the reaction product. The product is: [C:1]1([C:7]2[N:23]=[C:19]3[CH:20]=[CH:21][CH:22]=[N:17][C:18]3=[N:24][C:9]=2[C:11]2[CH:16]=[CH:15][CH:14]=[CH:13][CH:12]=2)[CH:6]=[CH:5][CH:4]=[CH:3][CH:2]=1. (8) Given the reactants [OH-:1].[Na+].[S:3](Cl)([C:6]1[CH:12]=[CH:11][C:9]([CH3:10])=[CH:8][CH:7]=1)(=[O:5])=[O:4].O.[C:15](#[N:17])[CH3:16], predict the reaction product. The product is: [CH3:16][C:15]1[N:17]([S:3]([C:6]2[CH:12]=[CH:11][C:9]([CH3:10])=[CH:8][CH:7]=2)(=[O:5])=[O:4])[C:8]2[CH2:7][CH2:6][CH2:12][C:11](=[O:1])[C:9]=2[CH:10]=1. (9) The product is: [CH:8](/[S:16][CH2:9][C:10]1[CH:15]=[CH:14][CH:13]=[CH:12][CH:11]=1)=[CH:7]/[C:1]1[CH:6]=[CH:5][CH:4]=[CH:3][CH:2]=1. Given the reactants [C:1]1([C:7]#[CH:8])[CH:6]=[CH:5][CH:4]=[CH:3][CH:2]=1.[CH2:9]([SH:16])[C:10]1[CH:15]=[CH:14][CH:13]=[CH:12][CH:11]=1.[Na], predict the reaction product. (10) Given the reactants C(OC(O[CH2:8][CH3:9])CBr)C.Cl.[C:11]1([C:17]2[CH:22]=[CH:21][N:20]=[C:19]([NH2:23])[CH:18]=2)[CH:16]=[CH:15][CH:14]=[CH:13][CH:12]=1.C([O-])(O)=O.[Na+], predict the reaction product. The product is: [C:11]1([C:17]2[CH:22]=[CH:21][N:20]3[CH:8]=[CH:9][N:23]=[C:19]3[CH:18]=2)[CH:12]=[CH:13][CH:14]=[CH:15][CH:16]=1.